This data is from Experimentally validated miRNA-target interactions with 360,000+ pairs, plus equal number of negative samples. The task is: Binary Classification. Given a miRNA mature sequence and a target amino acid sequence, predict their likelihood of interaction. (1) The miRNA is hsa-miR-5684 with sequence AACUCUAGCCUGAGCAACAG. The protein sequence of the target gene is MELVAGCYEQVLFGFAVHPEPEACGDHEQWTLVADFTHHAHTASLSAVAVNSRFVVTGSKDETIHIYDMKKKIEHGALVHHSGTITCLKFYGNRHLISGAEDGLICIWDAKKWECLKSIKAHKGQVTFLSIHPSGKLALSVGTDKTLRTWNLVEGRSAFIKNIKQNAHIVEWSPRGEQYVVIIQNKIDIYQLDTASISGTITNEKRISSVKFLSESVLAVAGDEEVIRFFDCDSLVCLCEFKAHENRVKDMFSFEIPEHHVIVSASSDGFIKMWKLKQDKKVPPSLLCEINTNARLTCLG.... Result: 0 (no interaction). (2) The miRNA is hsa-miR-3689a-3p with sequence CUGGGAGGUGUGAUAUCGUGGU. The protein sequence of the target gene is MNPVNATALYISASRLVLNYDPGDPKAFTEINRLLPYFRQSLSCCVCGHLLQDPIAPTNSTCQHYVCKTCKGKKMMMKPSCSWCKDYEQFEENKQLSILVNCYKKLCEYITQTTLARDIIEAVDCSSDILALLNDGSLFCEETEKPSDSSFTLCLTHSPLPSTSEPTTDPQASLSPMSESTLSIAIGSSVINGLPTYNGLSIDRFGINIPSPEHSNTIDVCNTVDIKTEDLSDSLPPVCDTVATDLCSTGIDICSFSEDIKPGDSLLLSVEEVLRSLETVSNTEVCCPNLQPNLEATVSN.... Result: 1 (interaction). (3) The protein sequence of the target gene is MKRRWSNNGGFMRLPEESSSEVTSSSNGLVLPSGVNMSPSSLDSHDYCDQDLWLCGNESGSFGGSNGHGLSQQQQSVITLAMHGCSSTLPAQTTIIPINGNANGNGGSTNGQYVPGATNLGALANGMLNGGFNGMQQQIQNGHGLINSTTPSTPTTPLHLQQNLGGAGGGGIGGMGILHHANGTPNGLIGVVGGGGGVGLGVGGGGVGGLGMQHTPRSDSVNSISSGRDDLSPSSSLNGYSANESCDAKKSKKGPAPRVQEELCLVCGDRASGYHYNALTCEGCKGFFRRSVTKSAVYCC.... Result: 0 (no interaction). The miRNA is hsa-miR-4671-3p with sequence UUAGUGCAUAGUCUUUGGUCU. (4) The miRNA is hsa-miR-32-5p with sequence UAUUGCACAUUACUAAGUUGCA. The protein sequence of the target gene is MASLLKVDQEVKLKVDSFRERITSEAEDLVANFFPKKLLELDSFLKEPILNIHDLTQIHSDMNLPVPDPILLTNSHDGLDGPTYKKRRLDECEEAFQGTKVFVMPNGMLKSNQQLVDIIEKVKPEIRLLIEKCNTVKMWVQLLIPRIEDGNNFGVSIQEETVAELRTVESEAASYLDQISRYYITRAKLVSKIAKYPHVEDYRRTVTEIDEKEYISLRLIISELRNQYVTLHDMILKNIEKIKRPRSSNAETLY. Result: 1 (interaction). (5) The miRNA is hsa-miR-6792-5p with sequence GUAAGCAGGGGCUCUGGGUGA. The protein sequence of the target gene is MSKRKAPQETLNGGITDMLVELANFEKNVSQAIHKYNAYRKAASVIAKYPHKIKSGAEAKKLPGVGTKIAEKIDEFLATGKLRKLEKIRQDDTSSSINFLTRVTGIGPSAARKFVDEGIKTLEDLRKNEDKLNHHQRIGLKYFEDFEKRIPREEMLQMQDIVLNEIKKVDSEYIATVCGSFRRGAESSGDMDVLLTHPNFTSESSKQPKLLHRVVEQLQKVHFITDTLSKGETKFMGVCQLPSEKDGKEYPHRRIDIRLIPKDQYYCGVLYFTGSDIFNKNMRAHALEKGFTINEYTIRP.... Result: 0 (no interaction).